From a dataset of Forward reaction prediction with 1.9M reactions from USPTO patents (1976-2016). Predict the product of the given reaction. (1) Given the reactants Br[C:2]1[CH:3]=[C:4]([C:23]2[O:24][C:25]([C:28]3[CH:33]=[CH:32][CH:31]=[CH:30][CH:29]=3)=[N:26][N:27]=2)[C:5]([N:8](C(OC(C)(C)C)=O)C(=O)OC(C)(C)C)=[N:6][CH:7]=1.B([C:37]1[CH:45]=[CH:44][C:40]([C:41]([OH:43])=[O:42])=[CH:39][CH:38]=1)(O)O.C([O-])([O-])=O.[Na+].[Na+].O, predict the reaction product. The product is: [NH2:8][C:5]1[N:6]=[CH:7][C:2]([C:37]2[CH:45]=[CH:44][C:40]([C:41]([OH:43])=[O:42])=[CH:39][CH:38]=2)=[CH:3][C:4]=1[C:23]1[O:24][C:25]([C:28]2[CH:29]=[CH:30][CH:31]=[CH:32][CH:33]=2)=[N:26][N:27]=1. (2) Given the reactants C(Cl)(=O)C(Cl)=O.[CH3:7][O:8][C@H:9]1[C@@H:13]2[O:14][C:15]([CH3:18])([CH3:17])[O:16][C@H:12]2[C@@H:11]([C:19]([OH:21])=O)[O:10]1.[CH2:22]([NH2:24])[CH3:23].C(OCC)C, predict the reaction product. The product is: [CH2:22]([NH:24][C:19]([C@@H:11]1[C@@H:12]2[C@@H:13]([O:14][C:15]([CH3:17])([CH3:18])[O:16]2)[C@H:9]([O:8][CH3:7])[O:10]1)=[O:21])[CH3:23]. (3) Given the reactants C1(P(C2CCCCC2)[C:8]2[CH:13]=[CH:12][CH:11]=[CH:10][C:9]=2[C:14]2[C:19](OC)=[CH:18][CH:17]=[CH:16][C:15]=2OC)CCCCC1.[CH2:30]([O:37][C:38]([C:40]1[N:41]([CH3:52])[N:42]=[N:43][C:44]=1C1C=CC(Br)=CC=1)=[O:39])[C:31]1[CH:36]=[CH:35][CH:34]=[CH:33][CH:32]=1.[C:53]([O:56][CH2:57][CH3:58])(=[O:55])[CH3:54], predict the reaction product. The product is: [CH2:30]([O:37][C:38]([C:40]1[N:41]([CH3:52])[N:42]=[N:43][C:44]=1[C:17]1[CH:16]=[CH:15][C:14]([CH:9]2[CH2:8][CH2:13][CH:12]([CH2:54][C:53]([O:56][CH2:57][CH3:58])=[O:55])[CH2:11][CH2:10]2)=[CH:19][CH:18]=1)=[O:39])[C:31]1[CH:32]=[CH:33][CH:34]=[CH:35][CH:36]=1.